Dataset: Forward reaction prediction with 1.9M reactions from USPTO patents (1976-2016). Task: Predict the product of the given reaction. (1) Given the reactants C1([O:7]P(N=[N+]=[N-])(=O)OC2C=CC=CC=2)C=CC=CC=1.C([N:22]([CH2:25][CH3:26])[CH2:23]C)C.[CH2:27]([O:29][C:30]1[CH:35]=[CH:34][C:33]([C@@H:36]2C[C@H]2C(O)=O)=[CH:32][CH:31]=1)[CH3:28].[C:42]([OH:46])([CH3:45])([CH3:44])[CH3:43], predict the reaction product. The product is: [CH2:27]([O:29][C:30]1[CH:31]=[CH:32][C:33]([C@@H:36]2[CH2:26][C@H:25]2[NH:22][C:23](=[O:7])[O:46][C:42]([CH3:45])([CH3:44])[CH3:43])=[CH:34][CH:35]=1)[CH3:28]. (2) Given the reactants [CH3:1][C:2]1[NH:3][C:4]2[C:9]([CH:10]=1)=[CH:8][C:7]([NH2:11])=[CH:6][CH:5]=2.C(OC([NH:19][CH2:20][C:21]1[CH:26]=[CH:25][C:24]([CH2:27][C@H:28]([NH:32]C(OCC2C3C=CC=CC=3C3C2=CC=CC=3)=O)[C:29](O)=[O:30])=[CH:23][CH:22]=1)=O)(C)(C)C.[N:50]([C:53]1[CH:58]=[CH:57][C:56]([C:59]2[CH:64]=[CH:63][CH:62]=[CH:61][CH:60]=2)=[CH:55][CH:54]=1)=[C:51]=[O:52], predict the reaction product. The product is: [NH2:19][CH2:20][C:21]1[CH:26]=[CH:25][C:24]([CH2:27][C@H:28]([NH:32][C:51]([NH:50][C:53]2[CH:58]=[CH:57][C:56]([C:59]3[CH:60]=[CH:61][CH:62]=[CH:63][CH:64]=3)=[CH:55][CH:54]=2)=[O:52])[C:29]([NH:11][C:7]2[CH:8]=[C:9]3[C:4](=[CH:5][CH:6]=2)[NH:3][C:2]([CH3:1])=[CH:10]3)=[O:30])=[CH:23][CH:22]=1. (3) Given the reactants [CH2:1]([N:5]([C:7]1[C:12]([C:13]([NH:15][C:16]2[C:21]([CH3:22])=[CH:20][CH:19]=[CH:18][C:17]=2[CH3:23])=O)=[CH:11][N:10]=[C:9]([Cl:24])[N:8]=1)[NH2:6])[CH2:2][CH:3]=[CH2:4].P(Cl)(Cl)(Cl)(Cl)Cl, predict the reaction product. The product is: [CH2:1]([N:5]1[C:7]2=[N:8][C:9]([Cl:24])=[N:10][CH:11]=[C:12]2[C:13]([NH:15][C:16]2[C:21]([CH3:22])=[CH:20][CH:19]=[CH:18][C:17]=2[CH3:23])=[N:6]1)[CH2:2][CH:3]=[CH2:4]. (4) The product is: [C:12]([Si:16]([CH3:31])([CH3:30])[O:17][CH2:18][CH2:19][O:20][C:21]1[CH:28]=[CH:27][C:26]([Cl:29])=[CH:25][C:22]=1/[CH:23]=[C:6]1\[C:7](=[O:11])[NH:8][C:9]2[C:5]\1=[CH:4][CH:3]=[C:2]([Cl:1])[CH:10]=2)([CH3:14])([CH3:13])[CH3:15]. Given the reactants [Cl:1][C:2]1[CH:10]=[C:9]2[C:5]([CH2:6][C:7](=[O:11])[NH:8]2)=[CH:4][CH:3]=1.[C:12]([Si:16]([CH3:31])([CH3:30])[O:17][CH2:18][CH2:19][O:20][C:21]1[CH:28]=[CH:27][C:26]([Cl:29])=[CH:25][C:22]=1[CH:23]=O)([CH3:15])([CH3:14])[CH3:13].N1CCCCC1, predict the reaction product. (5) Given the reactants [F:1][C:2]1[CH:9]=[CH:8][C:5]([CH:6]=O)=[CH:4][C:3]=1[O:10][CH3:11].Cl.[NH2:13][CH2:14][C:15]([O:17][CH3:18])=[O:16].CC([O-])=O.[Na+].[BH4-].[Na+], predict the reaction product. The product is: [F:1][C:2]1[CH:9]=[CH:8][C:5]([CH2:6][NH:13][CH2:14][C:15]([O:17][CH3:18])=[O:16])=[CH:4][C:3]=1[O:10][CH3:11]. (6) Given the reactants [CH3:1][O:2][C:3](=[O:27])[C@@H:4]([NH:16]C(OCC1C=CC=CC=1)=O)[CH2:5][C:6]([F:15])([F:14])[CH2:7][C:8]1[CH:13]=[CH:12][CH:11]=[CH:10][CH:9]=1.O1CCOCC1.[ClH:34], predict the reaction product. The product is: [ClH:34].[CH3:1][O:2][C:3](=[O:27])[C@@H:4]([NH2:16])[CH2:5][C:6]([F:15])([F:14])[CH2:7][C:8]1[CH:13]=[CH:12][CH:11]=[CH:10][CH:9]=1. (7) Given the reactants [N:1]1[C:6]2[NH:7][CH:8]=[CH:9][C:5]=2[C:4]([O:10][C@H:11]2[CH2:16][CH2:15][CH2:14][N:13](C(OC(C)(C)C)=O)[CH2:12]2)=[N:3][CH:2]=1.[ClH:24], predict the reaction product. The product is: [ClH:24].[NH:13]1[CH2:14][CH2:15][CH2:16][C@H:11]([O:10][C:4]2[C:5]3[CH:9]=[CH:8][NH:7][C:6]=3[N:1]=[CH:2][N:3]=2)[CH2:12]1. (8) Given the reactants [O:1]([C:8]1[C:17]2[N:18]=[CH:19][N:20]([CH2:21][CH2:22][O:23][CH2:24][C:25]#[CH:26])[C:16]=2[C:15]2[CH:14]=[CH:13][CH:12]=[CH:11][C:10]=2[N:9]=1)[C:2]1[CH:7]=[CH:6][CH:5]=[CH:4][CH:3]=1.I[C:28]1[CH:36]=[CH:35][CH:34]=[CH:33][C:29]=1[N:30](C)[CH3:31], predict the reaction product. The product is: [CH3:31][N:30]1[C:29]2[C:28](=[CH:36][CH:35]=[CH:34][CH:33]=2)[CH:26]=[C:25]1[CH2:24][O:23][CH2:22][CH2:21][N:20]1[C:16]2[C:15]3[CH:14]=[CH:13][CH:12]=[CH:11][C:10]=3[N:9]=[C:8]([O:1][C:2]3[CH:3]=[CH:4][CH:5]=[CH:6][CH:7]=3)[C:17]=2[N:18]=[CH:19]1. (9) Given the reactants [H-].[Al+3].[Li+].[H-].[H-].[H-].[N:7]1[CH:12]=[CH:11][CH:10]=[CH:9][C:8]=1[C:13]1[CH:18]=[CH:17][C:16]([CH:19]([C:25](OCC)=[O:26])[C:20](OCC)=[O:21])=[CH:15][CH:14]=1.O, predict the reaction product. The product is: [N:7]1[CH:12]=[CH:11][CH:10]=[CH:9][C:8]=1[C:13]1[CH:18]=[CH:17][C:16]([CH:19]([CH2:25][OH:26])[CH2:20][OH:21])=[CH:15][CH:14]=1.